Dataset: Human liver microsome stability data. Task: Regression/Classification. Given a drug SMILES string, predict its absorption, distribution, metabolism, or excretion properties. Task type varies by dataset: regression for continuous measurements (e.g., permeability, clearance, half-life) or binary classification for categorical outcomes (e.g., BBB penetration, CYP inhibition). Dataset: hlm. (1) The molecule is CN1CCN(C2=Nc3cc(Cl)ccc3Nc3ccccc32)CC1. The result is 0 (unstable in human liver microsomes). (2) The molecule is CNC(=O)c1cnc(Nc2ccccn2)cc1Nc1ccccc1S(C)(=O)=O. The result is 0 (unstable in human liver microsomes). (3) The compound is O=C(CCc1cc(Cl)ccc1-n1cnnn1)N[C@@H](Cc1ccccc1)c1nc(Cl)c(-c2ccc3nc(O)cc(O)c3c2)[nH]1. The result is 1 (stable in human liver microsomes). (4) The drug is CCOC(=O)[C@H]1CCCC[C@H](NC(=O)C=Cc2cc(Cl)ccc2-n2cnnn2)c2nc(c[nH]2)-c2ccc(NC(=O)OC)cc2N1. The result is 1 (stable in human liver microsomes).